From a dataset of Full USPTO retrosynthesis dataset with 1.9M reactions from patents (1976-2016). Predict the reactants needed to synthesize the given product. (1) Given the product [Cl:1][C:2]1[CH:3]=[CH:4][C:5]2[N:11]3[C:12]([CH2:15][F:16])=[N:13][N:14]=[C:10]3[C@@H:9]([CH2:17][CH2:18][N:19]3[NH:23][N:22]=[C:21]([S:24][C:25]([CH3:32])([CH2:51][CH3:52])[C:26]([OH:28])=[O:27])[NH:20]3)[O:8][C@H:7]([C:33]3[CH:38]=[CH:37][CH:36]=[C:35]([O:39][CH3:40])[C:34]=3[O:41][CH3:42])[C:6]=2[CH:43]=1, predict the reactants needed to synthesize it. The reactants are: [Cl:1][C:2]1[CH:3]=[CH:4][C:5]2[N:11]3[C:12]([CH2:15][F:16])=[N:13][N:14]=[C:10]3[C@@H:9]([CH2:17][CH2:18][N:19]3[NH:23][N:22]=[C:21]([S:24][C:25]([CH3:32])(C)[C:26]([O:28]CC)=[O:27])[NH:20]3)[O:8][C@H:7]([C:33]3[CH:38]=[CH:37][CH:36]=[C:35]([O:39][CH3:40])[C:34]=3[O:41][CH3:42])[C:6]=2[CH:43]=1.O.[OH-].[Li+].CO.O.O1CC[CH2:52][CH2:51]1. (2) Given the product [C:37]([O:41][C@@H:42]([C:48]1[C:67]([CH3:68])=[CH:66][C:51]2[N:52]=[C:53]([C:55]3[CH:60]=[CH:59][N:58]4[C:61]([CH3:65])=[N:62][C:63]([CH3:64])=[C:57]4[CH:56]=3)[S:54][C:50]=2[C:49]=1[C:69]1[CH:70]=[CH:71][C:72]([Cl:75])=[CH:73][CH:74]=1)[C:43]([OH:45])=[O:44])([CH3:40])([CH3:38])[CH3:39], predict the reactants needed to synthesize it. The reactants are: C(O[C@@H](C1C(C)=CC2N=C(C3C=CC4N(C)N=NC=4C=3)SC=2C=1C1C=CC(Cl)=CC=1)C(O)=O)(C)(C)C.[C:37]([O:41][C@@H:42]([C:48]1[C:67]([CH3:68])=[CH:66][C:51]2[N:52]=[C:53]([C:55]3[CH:60]=[CH:59][N:58]4[C:61]([CH3:65])=[N:62][C:63]([CH3:64])=[C:57]4[CH:56]=3)[S:54][C:50]=2[C:49]=1[C:69]1[CH:74]=[CH:73][C:72]([Cl:75])=[CH:71][CH:70]=1)[C:43]([O:45]CC)=[O:44])([CH3:40])([CH3:39])[CH3:38]. (3) Given the product [C:1]([C:3]1[CH:8]=[C:7]([NH:9][C:27](=[O:28])[CH2:26][C:23](=[O:25])[CH3:24])[CH:6]=[CH:5][C:4]=1[N:10]([CH2:17][CH2:18][CH2:19][CH2:20][CH2:21][CH3:22])[CH2:11][CH2:12][CH2:13][CH2:14][CH2:15][CH3:16])#[N:2], predict the reactants needed to synthesize it. The reactants are: [C:1]([C:3]1[CH:8]=[C:7]([NH2:9])[CH:6]=[CH:5][C:4]=1[N:10]([CH2:17][CH2:18][CH2:19][CH2:20][CH2:21][CH3:22])[CH2:11][CH2:12][CH2:13][CH2:14][CH2:15][CH3:16])#[N:2].[C:23]([CH:26]=[C:27]=[O:28])(=[O:25])[CH3:24]. (4) Given the product [Br:12][C:5]1[C:6]([CH3:11])=[C:7]([N+:8]([O-:10])=[O:9])[C:2]([CH:14]=[O:31])=[N:3][CH:4]=1.[Br:13][C:14]1[C:15]([CH3:24])=[C:16]([N+:21]([O-:23])=[O:22])[C:17]([CH:2]=[CH2:7])=[N:18][CH:19]=1, predict the reactants needed to synthesize it. The reactants are: N[C:2]1[C:7]([N+:8]([O-:10])=[O:9])=[C:6]([CH3:11])[C:5]([Br:12])=[CH:4][N:3]=1.[Br:13][C:14]1[C:15]([CH3:24])=[C:16]([N+:21]([O-:23])=[O:22])[C:17](I)=[N:18][CH:19]=1.I([O-])(=O)(=O)=O.[Na+].[OH2:31]. (5) Given the product [OH:16][CH2:15][C:3]1([CH2:2][O:1][C:33](=[S:34])[NH:32][C:26]2[CH:27]=[CH:28][C:29]([F:31])=[CH:30][C:25]=2[F:24])[CH2:9][CH2:8][O:7][C:6]2[CH:10]=[CH:11][CH:12]=[CH:13][C:5]=2[C:4]1=[O:14], predict the reactants needed to synthesize it. The reactants are: [OH:1][CH2:2][C:3]1([CH2:15][OH:16])[CH2:9][CH2:8][O:7][C:6]2[CH:10]=[CH:11][CH:12]=[CH:13][C:5]=2[C:4]1=[O:14].C(N(CC)CC)C.[F:24][C:25]1[CH:30]=[C:29]([F:31])[CH:28]=[CH:27][C:26]=1[N:32]=[C:33]=[S:34]. (6) Given the product [CH3:18][O:16][C:15]([CH:11]1[CH2:12][C:13](=[O:14])[N:9]([C:6]2[CH:5]=[CH:4][C:3]([O:2][OH:1])=[CH:8][CH:7]=2)[CH2:10]1)=[O:17], predict the reactants needed to synthesize it. The reactants are: [OH:1][O:2][C:3]1[CH:8]=[CH:7][C:6]([N:9]2[C:13](=[O:14])[CH2:12][CH:11]([C:15]([OH:17])=[O:16])[CH2:10]2)=[CH:5][CH:4]=1.[CH3:18]O. (7) Given the product [C:1]1([C:7]2[CH:8]=[C:9]([C:13]3[CH:14]=[CH:15][C:16]([C:19]4[C:32]5[C:27]([C:26]([C:34]6[CH:39]=[CH:38][C:37]([C:40]7[CH:45]=[CH:44][CH:43]=[C:42]([C:46]8[CH:51]=[CH:50][CH:49]=[CH:48][CH:47]=8)[CH:41]=7)=[CH:36][CH:35]=6)=[C:25]6[C:20]=4[CH:21]=[CH:22][CH:23]=[CH:24]6)=[CH:28][CH:29]=[CH:30][CH:31]=5)=[CH:17][CH:18]=3)[CH:10]=[CH:11][CH:12]=2)[CH:2]=[CH:3][CH:4]=[CH:5][CH:6]=1, predict the reactants needed to synthesize it. The reactants are: [C:1]1([C:7]2[CH:8]=[C:9]([C:13]3[CH:18]=[CH:17][C:16]([C:19]4(O)[C:32]5[CH:31]=[CH:30][CH:29]=[CH:28][C:27]=5[C:26]([C:34]5[CH:39]=[CH:38][C:37]([C:40]6[CH:45]=[CH:44][CH:43]=[C:42]([C:46]7[CH:51]=[CH:50][CH:49]=[CH:48][CH:47]=7)[CH:41]=6)=[CH:36][CH:35]=5)(O)[C:25]5[C:20]4=[CH:21][CH:22]=[CH:23][CH:24]=5)=[CH:15][CH:14]=3)[CH:10]=[CH:11][CH:12]=2)[CH:6]=[CH:5][CH:4]=[CH:3][CH:2]=1.I.[PH2](O)=O. (8) Given the product [F:27][C:28]1[CH:41]=[CH:40][C:31]([O:32][C:33]2[CH:39]=[CH:38][C:36]([NH:37][C:24]([C@@H:13]3[CH2:12][N:11]([C:9]([O:8][CH2:1][C:2]4[CH:3]=[CH:4][CH:5]=[CH:6][CH:7]=4)=[O:10])[CH2:16][CH2:15][N:14]3[C:17]([O:19][C:20]([CH3:23])([CH3:22])[CH3:21])=[O:18])=[O:25])=[CH:35][CH:34]=2)=[CH:30][CH:29]=1, predict the reactants needed to synthesize it. The reactants are: [CH2:1]([O:8][C:9]([N:11]1[CH2:16][CH2:15][N:14]([C:17]([O:19][C:20]([CH3:23])([CH3:22])[CH3:21])=[O:18])[C@H:13]([C:24](O)=[O:25])[CH2:12]1)=[O:10])[C:2]1[CH:7]=[CH:6][CH:5]=[CH:4][CH:3]=1.[F:27][C:28]1[CH:41]=[CH:40][C:31]([O:32][C:33]2[CH:39]=[CH:38][C:36]([NH2:37])=[CH:35][CH:34]=2)=[CH:30][CH:29]=1.CCN(C(C)C)C(C)C.CN(C(ON1N=NC2C=CC=NC1=2)=[N+](C)C)C.F[P-](F)(F)(F)(F)F. (9) The reactants are: [CH:1]([C:4]1[CH:5]=[C:6]([CH:9]=[CH:10][CH:11]=1)[C:7]#[N:8])([CH3:3])[CH3:2].[CH2:12]([Mg]Br)[CH3:13].B(F)(F)F. Given the product [CH:1]([C:4]1[CH:5]=[C:6]([C:7]2([NH2:8])[CH2:13][CH2:12]2)[CH:9]=[CH:10][CH:11]=1)([CH3:3])[CH3:2], predict the reactants needed to synthesize it. (10) Given the product [Cl:1][C:2]1[C:3]2[CH2:12][CH2:11][CH2:10][C:4]=2[N:5]=[C:6]([S:8]([CH3:9])(=[O:21])=[O:24])[N:7]=1, predict the reactants needed to synthesize it. The reactants are: [Cl:1][C:2]1[C:3]2[CH2:12][CH2:11][CH2:10][C:4]=2[N:5]=[C:6]([S:8][CH3:9])[N:7]=1.C1C=C(Cl)C=C(C(OO)=[O:21])C=1.[OH2:24].